Dataset: Catalyst prediction with 721,799 reactions and 888 catalyst types from USPTO. Task: Predict which catalyst facilitates the given reaction. (1) Reactant: S(Cl)(Cl)=O.C(O)(=O)CCCCCCCCCCCCC.C(Cl)(=O)CCCCCCCCCCCCC.[C:37]([N:52]=[C:53]=[S:54])(=[O:51])[CH2:38][CH2:39][CH2:40][CH2:41][CH2:42][CH2:43][CH2:44][CH2:45][CH2:46][CH2:47][CH2:48][CH2:49][CH3:50].[CH3:55][O:56][C:57]1[CH:58]=[C:59]2[C:64](=[CH:65][C:66]=1[O:67][CH3:68])[N:63]=[CH:62][CH:61]=[C:60]2[O:69][C:70]1[CH:76]=[CH:75][C:73]([NH2:74])=[CH:72][CH:71]=1. Product: [CH3:55][O:56][C:57]1[CH:58]=[C:59]2[C:64](=[CH:65][C:66]=1[O:67][CH3:68])[N:63]=[CH:62][CH:61]=[C:60]2[O:69][C:70]1[CH:71]=[CH:72][C:73]([NH:74][C:53]([NH:52][C:37](=[O:51])[CH2:38][CH2:39][CH2:40][CH2:41][CH2:42][CH2:43][CH2:44][CH2:45][CH2:46][CH2:47][CH2:48][CH2:49][CH3:50])=[S:54])=[CH:75][CH:76]=1. The catalyst class is: 548. (2) Reactant: [F-].[Cs+].CC([Si](C)(C)[O:8][C:9]1[CH:17]=[C:16]2[C:12]([CH:13]=[C:14]([C:25]([O:27][CH3:28])=[O:26])[N:15]2[C:18]([O:20][C:21]([CH3:24])([CH3:23])[CH3:22])=[O:19])=[CH:11][CH:10]=1)(C)C. Product: [OH:8][C:9]1[CH:17]=[C:16]2[C:12]([CH:13]=[C:14]([C:25]([O:27][CH3:28])=[O:26])[N:15]2[C:18]([O:20][C:21]([CH3:24])([CH3:23])[CH3:22])=[O:19])=[CH:11][CH:10]=1. The catalyst class is: 3. (3) Reactant: Cl[CH2:2][C:3]1[O:4][C:5]2[CH:12]=[CH:11][CH:10]=[CH:9][C:6]=2[C:7]=1[CH3:8].[CH3:13][C:14]1([CH3:28])[C:18]([CH3:20])([CH3:19])[O:17][B:16]([C:21]2[CH:26]=[CH:25][C:24]([OH:27])=[CH:23][CH:22]=2)[O:15]1.C([O-])([O-])=O.[K+].[K+]. Product: [CH3:8][C:7]1[C:6]2[CH:9]=[CH:10][CH:11]=[CH:12][C:5]=2[O:4][C:3]=1[CH2:2][O:27][C:24]1[CH:23]=[CH:22][C:21]([B:16]2[O:17][C:18]([CH3:20])([CH3:19])[C:14]([CH3:28])([CH3:13])[O:15]2)=[CH:26][CH:25]=1. The catalyst class is: 23. (4) Reactant: [Br:1][C:2]1[CH:14]=[CH:13][C:12]2[C:11]3[C:6](=[CH:7][C:8]([Br:15])=[CH:9][CH:10]=3)[CH2:5][C:4]=2[CH:3]=1.[H-].[Na+].Br[CH2:19][CH2:20][CH2:21][CH2:22][CH2:23][CH2:24][CH2:25][CH2:26][CH2:27][CH2:28][N:29]1[C:41]2[CH:40]=[CH:39][CH:38]=[CH:37][C:36]=2[C:35]2[C:30]1=[CH:31][CH:32]=[CH:33][CH:34]=2. Product: [CH:40]1[C:41]2[N:29]([CH2:28][CH2:27][CH2:26][CH2:25][CH2:24][CH2:23][CH2:22][CH2:21][CH2:20][CH2:19][C:5]3([CH2:19][CH2:20][CH2:21][CH2:22][CH2:23][CH2:24][CH2:25][CH2:26][CH2:27][CH2:28][N:29]4[C:30]5[CH:31]=[CH:32][CH:33]=[CH:34][C:35]=5[C:36]5[C:41]4=[CH:40][CH:39]=[CH:38][CH:37]=5)[C:4]4[CH:3]=[C:2]([Br:1])[CH:14]=[CH:13][C:12]=4[C:11]4[C:6]3=[CH:7][C:8]([Br:15])=[CH:9][CH:10]=4)[C:30]3[C:35](=[CH:34][CH:33]=[CH:32][CH:31]=3)[C:36]=2[CH:37]=[CH:38][CH:39]=1. The catalyst class is: 1. (5) Reactant: [CH3:1][O:2][C:3](=[O:23])[C:4]1[CH:9]=[C:8]([CH:10]2[CH2:14][CH2:13][CH2:12][O:11]2)[C:7]([C:15]([F:18])([F:17])[F:16])=[CH:6][C:5]=1[NH:19]C(=O)C.OS(O)(=O)=O. Product: [CH3:1][O:2][C:3](=[O:23])[C:4]1[CH:9]=[C:8]([CH:10]2[CH2:14][CH2:13][CH2:12][O:11]2)[C:7]([C:15]([F:17])([F:18])[F:16])=[CH:6][C:5]=1[NH2:19]. The catalyst class is: 24. (6) Reactant: [CH3:1][N:2]([CH2:4][C:5]([OH:7])=O)[CH3:3].CN(C(ON1N=NC2C=CC=NC1=2)=[N+](C)C)C.F[P-](F)(F)(F)(F)F.CCN(C(C)C)C(C)C.Cl.[F:42][C:43]1[CH:51]=[C:50]2[C:46]([C:47]([C:61]3[CH:62]=[N:63][N:64]([CH:66]4[CH2:71][CH2:70][NH:69][CH2:68][CH2:67]4)[CH:65]=3)=[CH:48][N:49]2[S:52]([C:55]2[CH:60]=[CH:59][CH:58]=[CH:57][CH:56]=2)(=[O:54])=[O:53])=[CH:45][CH:44]=1. Product: [CH3:1][N:2]([CH3:3])[CH2:4][C:5]([N:69]1[CH2:68][CH2:67][CH:66]([N:64]2[CH:65]=[C:61]([C:47]3[C:46]4[C:50](=[CH:51][C:43]([F:42])=[CH:44][CH:45]=4)[N:49]([S:52]([C:55]4[CH:60]=[CH:59][CH:58]=[CH:57][CH:56]=4)(=[O:54])=[O:53])[CH:48]=3)[CH:62]=[N:63]2)[CH2:71][CH2:70]1)=[O:7]. The catalyst class is: 1.